Dataset: Forward reaction prediction with 1.9M reactions from USPTO patents (1976-2016). Task: Predict the product of the given reaction. (1) Given the reactants [Cl:1][C:2]1[CH:7]=[CH:6][C:5]([CH:8]2[CH2:11][CH2:10][CH:9]2[NH2:12])=[CH:4][CH:3]=1.C(N(CC)CC)C.[F:20][C:21]([F:32])([F:31])[C:22]1[CH:30]=[CH:29][CH:28]=[CH:27][C:23]=1[C:24](Cl)=[O:25], predict the reaction product. The product is: [Cl:1][C:2]1[CH:3]=[CH:4][C:5]([C@H:8]2[CH2:11][CH2:10][C@H:9]2[NH:12][C:24](=[O:25])[C:23]2[CH:27]=[CH:28][CH:29]=[CH:30][C:22]=2[C:21]([F:20])([F:31])[F:32])=[CH:6][CH:7]=1. (2) Given the reactants [C:1]1([NH:7][C:8]2[N:13]=[C:12](O)[CH:11]=[CH:10][N:9]=2)[CH:6]=[CH:5][CH:4]=[CH:3][CH:2]=1.Cl.P(Cl)(Cl)([Cl:18])=O, predict the reaction product. The product is: [Cl:18][C:12]1[CH:11]=[CH:10][N:9]=[C:8]([NH:7][C:1]2[CH:6]=[CH:5][CH:4]=[CH:3][CH:2]=2)[N:13]=1. (3) Given the reactants C([BH3-])#N.[Na+].C([O:7][C:8](=O)[C:9]([CH2:18][C:19]1[C:24]([Cl:25])=[CH:23][C:22]([O:26][CH2:27][C:28]2[CH:33]=[CH:32][CH:31]=[CH:30][CH:29]=2)=[CH:21][C:20]=1[Cl:34])([CH2:15][CH:16]=O)[C:10]([O:12][CH2:13][CH3:14])=[O:11])C.Cl.Cl.[N:38]1[C:42]2[CH2:43][CH2:44][CH:45]([NH2:47])[CH2:46][C:41]=2[NH:40][CH:39]=1.C(O)(=O)C, predict the reaction product. The product is: [CH2:13]([O:12][C:10]([C:9]1([CH2:18][C:19]2[C:20]([Cl:34])=[CH:21][C:22]([O:26][CH2:27][C:28]3[CH:29]=[CH:30][CH:31]=[CH:32][CH:33]=3)=[CH:23][C:24]=2[Cl:25])[CH2:15][CH2:16][N:47]([CH:45]2[CH2:44][CH2:43][C:42]3[N:38]=[CH:39][NH:40][C:41]=3[CH2:46]2)[C:8]1=[O:7])=[O:11])[CH3:14]. (4) Given the reactants [CH2:1]([O:8][C:9]1[C:24]([O:25][CH3:26])=[CH:23][C:12]([C:13]([N:15]2[CH2:20][CH2:19][CH2:18][CH2:17][C@H:16]2[CH:21]=O)=[O:14])=[C:11]([N+:27]([O-])=O)[CH:10]=1)[C:2]1[CH:7]=[CH:6][CH:5]=[CH:4][CH:3]=1.C1COCC1.O.[O-]S(S([O-])=O)=O.[Na+].[Na+], predict the reaction product. The product is: [CH2:1]([O:8][C:9]1[C:24]([O:25][CH3:26])=[CH:23][C:12]2[C:13](=[O:14])[N:15]3[CH2:20][CH2:19][CH2:18][CH2:17][C@H:16]3[CH:21]=[N:27][C:11]=2[CH:10]=1)[C:2]1[CH:3]=[CH:4][CH:5]=[CH:6][CH:7]=1.